Dataset: Reaction yield outcomes from USPTO patents with 853,638 reactions. Task: Predict the reaction yield, written as a fraction of the theoretical maximum amount of product (1.0 means a 100% yield; for example, 0.34 means a 34% yield). (1) No catalyst specified. The product is [F:31][C:32]1[C:33]([N:43]2[CH2:44][CH2:45][N:46]([CH2:49][CH:50]([C:52]3[CH:53]=[CH:54][C:55]4[O:60][CH2:59][C:58](=[O:61])[N:57]([CH3:62])[C:56]=4[CH:63]=3)[OH:51])[CH2:47][CH2:48]2)=[C:34]2[C:39](=[CH:40][CH:41]=1)[N:38]=[C:37]([CH3:42])[CH:36]=[CH:35]2. The reactants are OC(C1C=CC2OCC(=O)N(C)C=2C=1)CN1CC=C(C2C3C(=NC=CC=3)NC=2)CC1.[F:31][C:32]1[C:33]([N:43]2[CH2:48][CH2:47][N:46]([CH2:49][C:50]([C:52]3[CH:53]=[CH:54][C:55]4[O:60][CH2:59][C:58](=[O:61])[N:57]([CH3:62])[C:56]=4[CH:63]=3)=[O:51])[CH2:45][CH2:44]2)=[C:34]2[C:39](=[CH:40][CH:41]=1)[N:38]=[C:37]([CH3:42])[CH:36]=[CH:35]2. The yield is 0.350. (2) The reactants are Cl[C:2]1[N:7]=[C:6]([C:8]2[CH:9]=[N:10][N:11]3[CH:16]=[CH:15][C:14]([C:17]#[N:18])=[CH:13][C:12]=23)[CH:5]=[CH:4][CH:3]=1.[CH3:19][C:20]([CH3:24])([CH3:23])[CH2:21][NH2:22].C(=O)([O-])[O-].[Cs+].[Cs+].C1(C2C3C(=CC=CC=3)C=CC=2P(C2C=CC=CC=2)C2C=CC=CC=2)C2C(=CC=CC=2)C=CC=1P(C1C=CC=CC=1)C1C=CC=CC=1. The catalyst is C([O-])(=O)C.[Pd+2].C([O-])(=O)C.C(OCC)(=O)C.C1(C)C=CC=CC=1. The product is [CH3:19][C:20]([CH3:24])([CH3:23])[CH2:21][NH:22][C:2]1[N:7]=[C:6]([C:8]2[CH:9]=[N:10][N:11]3[CH:16]=[CH:15][C:14]([C:17]#[N:18])=[CH:13][C:12]=23)[CH:5]=[CH:4][CH:3]=1. The yield is 0.340. (3) The reactants are [C:1]([NH:4][C:5]1[S:6][C:7]([C:11]2[S:15][C:14]([S:16](Cl)(=[O:18])=[O:17])=[CH:13][CH:12]=2)=[C:8]([CH3:10])[N:9]=1)(=[O:3])[CH3:2].C(N(CC)CC)C.[CH3:27][NH:28][CH2:29][CH2:30][NH:31][CH3:32]. The catalyst is C(Cl)Cl. The product is [CH3:10][C:8]1[N:9]=[C:5]([NH:4][C:1](=[O:3])[CH3:2])[S:6][C:7]=1[C:11]1[S:15][C:14]([S:16]([N:28]([CH3:27])[CH2:29][CH2:30][NH:31][CH3:32])(=[O:18])=[O:17])=[CH:13][CH:12]=1. The yield is 0.790.